From a dataset of Catalyst prediction with 721,799 reactions and 888 catalyst types from USPTO. Predict which catalyst facilitates the given reaction. (1) Reactant: [OH:1][N:2]=[C:3]([NH2:30])[C:4]1[CH:9]=[CH:8][C:7]([C:10]2[C:11]([O:17][CH2:18][C@H:19]3[CH2:21][C@@H:20]3[C:22]3[CH:27]=[CH:26][C:25]([O:28][CH3:29])=[CH:24][N:23]=3)=[N:12][C:13]([CH3:16])=[N:14][CH:15]=2)=[CH:6][CH:5]=1.[C:31]([O:34][CH2:35][C:36](Cl)=O)(=[O:33])[CH3:32]. Product: [C:31]([O:34][CH2:35][C:36]1[O:1][N:2]=[C:3]([C:4]2[CH:9]=[CH:8][C:7]([C:10]3[C:11]([O:17][CH2:18][C@H:19]4[CH2:21][C@@H:20]4[C:22]4[CH:27]=[CH:26][C:25]([O:28][CH3:29])=[CH:24][N:23]=4)=[N:12][C:13]([CH3:16])=[N:14][CH:15]=3)=[CH:6][CH:5]=2)[N:30]=1)(=[O:33])[CH3:32]. The catalyst class is: 17. (2) Reactant: [OH:1][C:2]1[CH:7]=[CH:6][CH:5]=[CH:4][C:3]=1[CH2:8][CH2:9][NH:10][S:11]([CH3:14])(=[O:13])=[O:12].N[C@H](C(O)=O)CC1C=C2C(C=CC=C2)=CC=1.C([O-])([O-])=O.[K+].[K+].Br[CH2:38][C:39]([O:41][CH2:42][CH3:43])=[O:40]. Product: [CH2:42]([O:41][C:39](=[O:40])[CH2:38][O:1][C:2]1[CH:7]=[CH:6][CH:5]=[CH:4][C:3]=1[CH2:8][CH2:9][NH:10][S:11]([CH3:14])(=[O:13])=[O:12])[CH3:43]. The catalyst class is: 136. (3) Reactant: [CH:1]1[C:18]2[C:17]3[C:12](=[CH:13][CH:14]=[CH:15][CH:16]=3)[C:11]3[C:6](=[CH:7][CH:8]=[CH:9][CH:10]=3)[C:5]=2[CH:4]=[CH:3][C:2]=1[C:19]1[CH:33]=[CH:32][C:22]([CH2:23]P(=O)(OCC)OCC)=[CH:21][CH:20]=1.[C:34]1([N:40]([C:47]2[CH:54]=[CH:53][C:50]([CH:51]=O)=[CH:49][CH:48]=2)[C:41]2[CH:46]=[CH:45][CH:44]=[CH:43][CH:42]=2)[CH:39]=[CH:38][CH:37]=[CH:36][CH:35]=1.CC(C)([O-])C.[K+]. Product: [C:34]1([N:40]([C:41]2[CH:46]=[CH:45][CH:44]=[CH:43][CH:42]=2)[C:47]2[CH:54]=[CH:53][C:50](/[CH:51]=[CH:23]/[C:22]3[CH:32]=[CH:33][C:19]([C:2]4[CH:3]=[CH:4][C:5]5[C:6]6[C:11](=[CH:10][CH:9]=[CH:8][CH:7]=6)[C:12]6[C:17](=[CH:16][CH:15]=[CH:14][CH:13]=6)[C:18]=5[CH:1]=4)=[CH:20][CH:21]=3)=[CH:49][CH:48]=2)[CH:39]=[CH:38][CH:37]=[CH:36][CH:35]=1. The catalyst class is: 1.